From a dataset of Forward reaction prediction with 1.9M reactions from USPTO patents (1976-2016). Predict the product of the given reaction. (1) The product is: [ClH:25].[NH2:7][C@H:8]1[CH2:11][C@H:10]([N:12]2[C:16]3[N:17]=[CH:18][N:19]=[CH:20][C:15]=3[C:14]([CH3:21])([CH3:22])[C:13]2=[O:23])[CH2:9]1. Given the reactants C(OC(=O)[NH:7][C@H:8]1[CH2:11][C@H:10]([N:12]2[C:16]3[N:17]=[CH:18][N:19]=[CH:20][C:15]=3[C:14]([CH3:22])([CH3:21])[C:13]2=[O:23])[CH2:9]1)(C)(C)C.[ClH:25], predict the reaction product. (2) Given the reactants CC(C)([O-])C.[K+].[CH3:7][O:8][C:9]1[CH:14]=[CH:13][CH:12]=[CH:11][C:10]=1[OH:15].[CH3:16][O:17][CH2:18]Cl.[Cl-].[NH4+], predict the reaction product. The product is: [CH3:7][O:8][C:9]1[CH:14]=[CH:13][CH:12]=[CH:11][C:10]=1[O:15][CH2:16][O:17][CH3:18]. (3) Given the reactants [CH3:1][C:2]1[CH:44]=[CH:43][C:5]([C:6]([O:8][C@H:9]2[C:13]([Cl:15])([Cl:14])[C@H:12]([N:16]3[CH:21]=[CH:20][C:19](NC(=O)C4C=CC=CC=4)=[N:18][C:17]3=[O:31])[O:11][C@@H:10]2[CH2:32][O:33][C:34](=[O:42])[C:35]2[CH:40]=[CH:39][C:38]([CH3:41])=[CH:37][CH:36]=2)=[O:7])=[CH:4][CH:3]=1.C(O)(=[O:47])C, predict the reaction product. The product is: [CH3:1][C:2]1[CH:44]=[CH:43][C:5]([C:6]([O:8][C@H:9]2[C:13]([Cl:14])([Cl:15])[C@H:12]([N:16]3[CH:21]=[CH:20][C:19](=[O:47])[NH:18][C:17]3=[O:31])[O:11][C@@H:10]2[CH2:32][O:33][C:34](=[O:42])[C:35]2[CH:36]=[CH:37][C:38]([CH3:41])=[CH:39][CH:40]=2)=[O:7])=[CH:4][CH:3]=1.